Dataset: Forward reaction prediction with 1.9M reactions from USPTO patents (1976-2016). Task: Predict the product of the given reaction. (1) The product is: [C:3]([N:6]1[C:14]2[C:9](=[CH:10][C:11]([CH:15]([OH:21])[CH2:16][CH2:17][N:18]([CH3:19])[CH3:20])=[CH:12][CH:13]=2)[CH2:8][CH2:7]1)(=[O:5])[CH3:4]. Given the reactants [BH4-].[Na+].[C:3]([N:6]1[C:14]2[C:9](=[CH:10][C:11]([C:15](=[O:21])[CH2:16][CH2:17][N:18]([CH3:20])[CH3:19])=[CH:12][CH:13]=2)[CH2:8][CH2:7]1)(=[O:5])[CH3:4].O, predict the reaction product. (2) The product is: [F:20][C:21]1[CH:26]=[C:25]2[C:24]([C:27](=[O:29])[CH2:28][C:2]3([O:1]2)[CH2:3][CH2:4][N:5]([C:8]([O:10][C:11]([CH3:14])([CH3:13])[CH3:12])=[O:9])[CH2:6][CH2:7]3)=[CH:23][CH:22]=1. Given the reactants [O:1]=[C:2]1[CH2:7][CH2:6][N:5]([C:8]([O:10][C:11]([CH3:14])([CH3:13])[CH3:12])=[O:9])[CH2:4][CH2:3]1.N1CCCC1.[F:20][C:21]1[CH:26]=[CH:25][C:24]([C:27](=[O:29])[CH3:28])=[C:23](O)[CH:22]=1, predict the reaction product. (3) Given the reactants [Cl:1][C:2]1[CH:7]=[CH:6][C:5]([C:8]2([CH3:38])[C:12]([C:14]3[CH:19]=[CH:18][C:17]([Cl:20])=[CH:16][CH:15]=3)([CH3:13])[N:11]([C:21](Cl)=[O:22])[C:10]([C:24]3[CH:29]=[CH:28][C:27]([C:30]([C:33]#[N:34])([CH3:32])[CH3:31])=[CH:26][C:25]=3[O:35][CH2:36][CH3:37])=[N:9]2)=[CH:4][CH:3]=1.FC(F)(F)C(O)=O.[N:46]1([CH:52]2[CH2:57][CH2:56][N:55]([C:58](=[O:60])[CH3:59])[CH2:54][CH2:53]2)[CH2:51][CH2:50][NH:49][CH2:48][CH2:47]1, predict the reaction product. The product is: [C:58]([N:55]1[CH2:54][CH2:53][CH:52]([N:46]2[CH2:47][CH2:48][N:49]([C:21]([N:11]3[C@@:12]([C:14]4[CH:19]=[CH:18][C:17]([Cl:20])=[CH:16][CH:15]=4)([CH3:13])[C@@:8]([C:5]4[CH:4]=[CH:3][C:2]([Cl:1])=[CH:7][CH:6]=4)([CH3:38])[N:9]=[C:10]3[C:24]3[CH:29]=[CH:28][C:27]([C:30]([CH3:32])([CH3:31])[C:33]#[N:34])=[CH:26][C:25]=3[O:35][CH2:36][CH3:37])=[O:22])[CH2:50][CH2:51]2)[CH2:57][CH2:56]1)(=[O:60])[CH3:59].